From a dataset of Peptide-MHC class I binding affinity with 185,985 pairs from IEDB/IMGT. Regression. Given a peptide amino acid sequence and an MHC pseudo amino acid sequence, predict their binding affinity value. This is MHC class I binding data. (1) The peptide sequence is LYGMWPLLL. The MHC is Patr-A0901 with pseudo-sequence Patr-A0901. The binding affinity (normalized) is 0.706. (2) The peptide sequence is RTMPNESRVK. The MHC is HLA-A03:01 with pseudo-sequence HLA-A03:01. The binding affinity (normalized) is 0.702.